This data is from Peptide-MHC class I binding affinity with 185,985 pairs from IEDB/IMGT. The task is: Regression. Given a peptide amino acid sequence and an MHC pseudo amino acid sequence, predict their binding affinity value. This is MHC class I binding data. The peptide sequence is CFANKHAGF. The MHC is HLA-A30:02 with pseudo-sequence HLA-A30:02. The binding affinity (normalized) is 0.187.